From a dataset of Catalyst prediction with 721,799 reactions and 888 catalyst types from USPTO. Predict which catalyst facilitates the given reaction. (1) Reactant: [F:1][C:2]1[CH:14]=[C:13]([CH:15]=[O:16])[CH:12]=[C:11]([O:17][CH3:18])[C:3]=1[O:4][CH2:5][C:6]([O:8][CH2:9][CH3:10])=[O:7].[BH4-].[Na+]. Product: [F:1][C:2]1[CH:14]=[C:13]([CH2:15][OH:16])[CH:12]=[C:11]([O:17][CH3:18])[C:3]=1[O:4][CH2:5][C:6]([O:8][CH2:9][CH3:10])=[O:7]. The catalyst class is: 20. (2) Reactant: [C:1]1([C:7]2[N:8]=[C:9]([C:12]3([OH:22])[CH2:21][CH2:20][C:15]4([O:19][CH2:18][CH2:17][O:16]4)[CH2:14][CH2:13]3)[S:10][CH:11]=2)[CH:6]=[CH:5][CH:4]=[CH:3][CH:2]=1.[H-].[Na+].Br[CH2:26][CH:27]1[CH2:29][CH2:28]1.C(=O)([O-])O.[Na+]. Product: [CH:27]1([CH2:26][O:22][C:12]2([C:9]3[S:10][CH:11]=[C:7]([C:1]4[CH:6]=[CH:5][CH:4]=[CH:3][CH:2]=4)[N:8]=3)[CH2:13][CH2:14][C:15]3([O:16][CH2:17][CH2:18][O:19]3)[CH2:20][CH2:21]2)[CH2:29][CH2:28]1. The catalyst class is: 3.